Predict the product of the given reaction. From a dataset of Forward reaction prediction with 1.9M reactions from USPTO patents (1976-2016). (1) The product is: [C:1]([O:5][C:6](=[O:36])[NH:7][C:8]([C:10]1[S:11][C:12]([S:34][CH3:35])=[C:13]([S:15]([C:18]2[CH:19]=[C:20]([C:24]3[C:25]([NH:33][C:39](=[O:40])[CH2:38][Br:37])=[CH:26][C:27]([O:31][CH3:32])=[CH:28][C:29]=3[CH3:30])[CH:21]=[CH:22][CH:23]=2)(=[O:16])=[O:17])[CH:14]=1)=[NH:9])([CH3:3])([CH3:4])[CH3:2]. Given the reactants [C:1]([O:5][C:6](=[O:36])[NH:7][C:8]([C:10]1[S:11][C:12]([S:34][CH3:35])=[C:13]([S:15]([C:18]2[CH:19]=[C:20]([C:24]3[C:29]([CH3:30])=[CH:28][C:27]([O:31][CH3:32])=[CH:26][C:25]=3[NH2:33])[CH:21]=[CH:22][CH:23]=2)(=[O:17])=[O:16])[CH:14]=1)=[NH:9])([CH3:4])([CH3:3])[CH3:2].[Br:37][CH2:38][C:39](Br)=[O:40].CCN(CC)CC.CCOC(C)=O, predict the reaction product. (2) Given the reactants [CH3:1][N:2]([CH3:34])[CH:3]1[CH2:8][CH2:7][N:6]([C:9]2[N:14]3[C:15]([C:32]#[N:33])=[C:16]([CH2:18][N:19]([CH2:30][CH3:31])[C@@H:20]4[C:29]5[N:28]=[CH:27][CH:26]=[CH:25][C:24]=5[CH2:23][CH2:22][CH2:21]4)[N:17]=[C:13]3[CH:12]=[CH:11][CH:10]=2)[CH2:5][CH2:4]1.S(=O)(=O)(O)[OH:36], predict the reaction product. The product is: [CH3:34][N:2]([CH3:1])[CH:3]1[CH2:4][CH2:5][N:6]([C:9]2[N:14]3[C:15]([C:32]([NH2:33])=[O:36])=[C:16]([CH2:18][N:19]([CH2:30][CH3:31])[C@@H:20]4[C:29]5[N:28]=[CH:27][CH:26]=[CH:25][C:24]=5[CH2:23][CH2:22][CH2:21]4)[N:17]=[C:13]3[CH:12]=[CH:11][CH:10]=2)[CH2:7][CH2:8]1.